This data is from Catalyst prediction with 721,799 reactions and 888 catalyst types from USPTO. The task is: Predict which catalyst facilitates the given reaction. (1) Reactant: [C:1]([C:3]1[CH:11]=[CH:10][C:6]([C:7]([OH:9])=[O:8])=[CH:5][CH:4]=1)#[N:2].C(N(CC)CC)C.[SH2:19].O. Product: [C:1]([C:3]1[CH:11]=[CH:10][C:6]([C:7]([OH:9])=[O:8])=[CH:5][CH:4]=1)(=[S:19])[NH2:2]. The catalyst class is: 17. (2) Reactant: [C:1]([O:5][C:6](=[O:14])[NH:7][C:8]1([CH2:11][CH2:12][OH:13])[CH2:10][CH2:9]1)([CH3:4])([CH3:3])[CH3:2].CC1(C)N([O])C(C)(C)CCC1.P([O-])([O-])([O-])=[O:27].[Na+].[Na+].[Na+].Cl[O-].[Na+].Cl([O-])=O.[Na+].[OH-].[Na+].S([O-])([O-])(=O)=S.[Na+].[Na+]. Product: [C:1]([O:5][C:6]([NH:7][C:8]1([CH2:11][C:12]([OH:27])=[O:13])[CH2:9][CH2:10]1)=[O:14])([CH3:4])([CH3:2])[CH3:3]. The catalyst class is: 47.